This data is from Reaction yield outcomes from USPTO patents with 853,638 reactions. The task is: Predict the reaction yield, written as a fraction of the theoretical maximum amount of product (1.0 means a 100% yield; for example, 0.34 means a 34% yield). (1) The reactants are Br[CH2:2][C:3]([C:5]1[CH:12]=[CH:11][C:8]([C:9]#[N:10])=[CH:7][CH:6]=1)=O.[C:13](=[S:23])([NH2:22])[CH2:14][CH2:15][CH2:16][CH2:17][CH2:18][CH2:19][CH2:20][CH3:21]. The catalyst is C(O)C. The product is [CH2:14]([C:13]1[S:23][CH:2]=[C:3]([C:5]2[CH:12]=[CH:11][C:8]([C:9]#[N:10])=[CH:7][CH:6]=2)[N:22]=1)[CH2:15][CH2:16][CH2:17][CH2:18][CH2:19][CH2:20][CH3:21]. The yield is 0.300. (2) The reactants are [NH2:1][C:2]1[CH:9]=[CH:8][C:5]([C:6]#[N:7])=[C:4]([C:10]([F:13])([F:12])[F:11])[CH:3]=1.[C:14](Cl)(Cl)=[S:15]. The catalyst is O. The product is [N:1]([C:2]1[CH:9]=[CH:8][C:5]([C:6]#[N:7])=[C:4]([C:10]([F:11])([F:12])[F:13])[CH:3]=1)=[C:14]=[S:15]. The yield is 0.990. (3) The reactants are C(NC(C)C)(C)C.C([Li])CCC.[Cl:13][C:14]1[CH:19]=[CH:18][C:17]([Cl:20])=[CH:16][N:15]=1.[F:21][C:22]1[CH:29]=[CH:28][C:27]([F:30])=[CH:26][C:23]=1[CH:24]=[O:25].[Cl-].[NH4+]. The catalyst is C(OCC)(=O)C.O1CCCC1. The product is [Cl:13][C:14]1[CH:19]=[C:18]([CH:24]([C:23]2[CH:26]=[C:27]([F:30])[CH:28]=[CH:29][C:22]=2[F:21])[OH:25])[C:17]([Cl:20])=[CH:16][N:15]=1. The yield is 0.670. (4) The reactants are O[CH2:2][C:3]1[CH:8]=[CH:7][C:6]([C:9]2[S:13][C:12]([CH:14]=[O:15])=[CH:11][CH:10]=2)=[CH:5][CH:4]=1.C(N(CC)CC)C.CS([Cl:27])(=O)=O.[Cl-].[Li+]. The catalyst is C(#N)C.O. The product is [Cl:27][CH2:2][C:3]1[CH:8]=[CH:7][C:6]([C:9]2[S:13][C:12]([CH:14]=[O:15])=[CH:11][CH:10]=2)=[CH:5][CH:4]=1. The yield is 0.890. (5) The reactants are [N+:1]([C:4]1[CH:14]=[CH:13][C:7]2[NH:8][C:9](=[O:12])[CH2:10][S:11][C:6]=2[CH:5]=1)([O-:3])=[O:2].[C:15](=O)([O-])[O-].[K+].[K+].IC.O. The catalyst is CN(C=O)C. The product is [CH3:15][N:8]1[C:7]2[CH:13]=[CH:14][C:4]([N+:1]([O-:3])=[O:2])=[CH:5][C:6]=2[S:11][CH2:10][C:9]1=[O:12]. The yield is 0.900.